Predict the reaction yield, written as a fraction of the theoretical maximum amount of product (1.0 means a 100% yield; for example, 0.34 means a 34% yield). From a dataset of Reaction yield outcomes from USPTO patents with 853,638 reactions. (1) The reactants are [C:1]([C:3]1[C:8]([CH3:9])=[CH:7][CH:6]=[CH:5][C:4]=1[S:10](Cl)(=[O:12])=[O:11])#[N:2].[NH:14]1[CH:18]=[CH:17][CH:16]=[N:15]1.C(N(CC)CC)C.[Cl-].[NH4+]. The catalyst is ClCCl. The product is [CH3:9][C:8]1[CH:7]=[CH:6][CH:5]=[C:4]([S:10]([N:14]2[CH:18]=[CH:17][CH:16]=[N:15]2)(=[O:12])=[O:11])[C:3]=1[C:1]#[N:2]. The yield is 0.400. (2) The reactants are Br.[Br:2][CH2:3][CH2:4][CH2:5][NH2:6].C([O-])([O-])=O.[K+].[K+].[C:13](O[C:13]([O:15][C:16]([CH3:19])([CH3:18])[CH3:17])=[O:14])([O:15][C:16]([CH3:19])([CH3:18])[CH3:17])=[O:14]. The catalyst is O1CCOCC1.O. The product is [Br:2][CH:3]([C:13]([O:15][C:16]([CH3:19])([CH3:18])[CH3:17])=[O:14])[CH2:4][CH2:5][NH2:6]. The yield is 0.930. (3) The reactants are C(O[C:4]([C:6]1[O:7][C:8]([N:11]2[CH2:16][CH2:15][N:14]([C:17](=[O:28])[C:18]3[CH:23]=[CH:22][CH:21]=[CH:20][C:19]=3[C:24]([F:27])([F:26])[F:25])[CH2:13][CH2:12]2)=[N:9][N:10]=1)=[O:5])C.[CH2:29]([NH2:34])[CH2:30][CH2:31][CH2:32][CH3:33].[C-]#N.[Na+]. No catalyst specified. The product is [CH2:29]([NH:34][C:4]([C:6]1[O:7][C:8]([N:11]2[CH2:16][CH2:15][N:14]([C:17](=[O:28])[C:18]3[CH:23]=[CH:22][CH:21]=[CH:20][C:19]=3[C:24]([F:26])([F:27])[F:25])[CH2:13][CH2:12]2)=[N:9][N:10]=1)=[O:5])[CH2:30][CH2:31][CH2:32][CH3:33]. The yield is 0.860. (4) The reactants are [C:1]1([NH:7][C:8]([NH:10][C:11]2[CH:16]=[CH:15][CH:14]=[CH:13][CH:12]=2)=[O:9])[CH:6]=[CH:5][CH:4]=[CH:3][CH:2]=1.[C:17](O)(=[O:22])[CH2:18][C:19](O)=[O:20]. The catalyst is C(OC(=O)C)(=O)C. The product is [C:11]1([N:10]2[C:19](=[O:20])[CH2:18][C:17](=[O:22])[N:7]([C:1]3[CH:2]=[CH:3][CH:4]=[CH:5][CH:6]=3)[C:8]2=[O:9])[CH:16]=[CH:15][CH:14]=[CH:13][CH:12]=1. The yield is 0.400. (5) The product is [CH2:1]([O:4][C:5]1[CH:6]=[C:7]([CH:10]=[CH:11][C:12]=1[O:13][CH3:14])[CH2:8][Br:16])[CH2:2][CH3:3]. The catalyst is C(OCC)C. The yield is 0.970. The reactants are [CH2:1]([O:4][C:5]1[CH:6]=[C:7]([CH:10]=[CH:11][C:12]=1[O:13][CH3:14])[CH2:8]O)[CH2:2][CH3:3].P(Br)(Br)[Br:16].